Task: Regression. Given two drug SMILES strings and cell line genomic features, predict the synergy score measuring deviation from expected non-interaction effect.. Dataset: NCI-60 drug combinations with 297,098 pairs across 59 cell lines (1) Drug 1: C(=O)(N)NO. Drug 2: CCCCCOC(=O)NC1=NC(=O)N(C=C1F)C2C(C(C(O2)C)O)O. Cell line: LOX IMVI. Synergy scores: CSS=-4.66, Synergy_ZIP=1.67, Synergy_Bliss=1.72, Synergy_Loewe=-2.65, Synergy_HSA=-1.89. (2) Drug 1: C1=CC(=C2C(=C1NCCNCCO)C(=O)C3=C(C=CC(=C3C2=O)O)O)NCCNCCO. Drug 2: CNC(=O)C1=NC=CC(=C1)OC2=CC=C(C=C2)NC(=O)NC3=CC(=C(C=C3)Cl)C(F)(F)F. Cell line: MDA-MB-435. Synergy scores: CSS=19.8, Synergy_ZIP=-4.55, Synergy_Bliss=1.75, Synergy_Loewe=-4.96, Synergy_HSA=2.19.